From a dataset of Full USPTO retrosynthesis dataset with 1.9M reactions from patents (1976-2016). Predict the reactants needed to synthesize the given product. (1) Given the product [OH:1][C:2]1[C:3]([C:22]([NH:28][CH2:29][C:30]([O:32][CH2:33][CH3:34])=[O:31])=[O:23])=[C:4]2[C:9](=[CH:10][C:11]=1[C:12]1[S:13][CH:14]=[CH:15][N:16]=1)[N:8]=[C:7]([C:17]1[S:18][CH:19]=[CH:20][N:21]=1)[CH:6]=[N:5]2, predict the reactants needed to synthesize it. The reactants are: [OH:1][C:2]1[C:11]([C:12]2[S:13][CH:14]=[CH:15][N:16]=2)=[CH:10][C:9]2[N:8]=[C:7]([C:17]3[S:18][CH:19]=[CH:20][N:21]=3)[CH:6]=[N:5][C:4]=2[C:3]=1[C:22](O)=[O:23].Cl.C([NH:28][CH2:29][C:30]([OH:32])=[O:31])C.[CH2:33](N(CC)CC)[CH3:34].C1CN([P+](ON2N=NC3C=CC=CC2=3)(N2CCCC2)N2CCCC2)CC1.F[P-](F)(F)(F)(F)F. (2) Given the product [CH:28]([NH:27][C:10]1[C:9]([C:7]([NH:2][NH2:3])=[O:6])=[CH:14][N:13]=[C:12]([C:15]2[CH:20]=[CH:19][CH:18]=[C:17]([C:21]3[CH:22]=[N:23][N:24]([CH3:26])[CH:25]=3)[CH:16]=2)[N:11]=1)([CH3:30])[CH3:29], predict the reactants needed to synthesize it. The reactants are: O.[NH2:2][NH2:3].C([O:6][C:7]([C:9]1[C:10]([NH:27][CH:28]([CH3:30])[CH3:29])=[N:11][C:12]([C:15]2[CH:20]=[CH:19][CH:18]=[C:17]([C:21]3[CH:22]=[N:23][N:24]([CH3:26])[CH:25]=3)[CH:16]=2)=[N:13][CH:14]=1)=O)C. (3) Given the product [CH2:36]([O:19][C:17](=[O:18])[C@H:9]([CH2:10][CH2:11][CH2:12][CH:13]=[O:14])[N:8]([C:20]([O:22][C:23]([CH3:24])([CH3:26])[CH3:25])=[O:21])[C:6]([O:5][C:1]([CH3:4])([CH3:2])[CH3:3])=[O:7])[C:34]1[CH:33]=[CH:39][CH:38]=[CH:37][CH:35]=1, predict the reactants needed to synthesize it. The reactants are: [C:1]([O:5][C:6]([N:8]([C:20]([O:22][C:23]([CH3:26])([CH3:25])[CH3:24])=[O:21])[C@H:9]([C:17]([OH:19])=[O:18])[CH2:10][CH2:11][CH2:12][C:13](OC)=[O:14])=[O:7])([CH3:4])([CH3:3])[CH3:2].[H-].[CH2:33]([Al+][CH2:33][CH:34]([CH3:36])[CH3:35])[CH:34]([CH3:36])[CH3:35].[CH3:37][CH:38](C[AlH]CC(C)C)[CH3:39]. (4) The reactants are: [F:1][C:2]1[CH:7]=[C:6]([F:8])[C:5]([C:9]2[CH:10]=[N:11][C:12]([O:15][CH3:16])=[N:13][CH:14]=2)=[CH:4][C:3]=1[C@:17]1([CH3:29])[C:23]([F:25])([F:24])[C:22]([CH3:27])([CH3:26])[O:21][CH2:20][C:19](=O)[NH:18]1.COC1C=CC(P2(SP(C3C=CC(OC)=CC=3)(=S)S2)=[S:39])=CC=1. Given the product [F:1][C:2]1[CH:7]=[C:6]([F:8])[C:5]([C:9]2[CH:10]=[N:11][C:12]([O:15][CH3:16])=[N:13][CH:14]=2)=[CH:4][C:3]=1[C@:17]1([CH3:29])[C:23]([F:25])([F:24])[C:22]([CH3:27])([CH3:26])[O:21][CH2:20][C:19](=[S:39])[NH:18]1, predict the reactants needed to synthesize it. (5) Given the product [NH2:5][CH2:4][CH2:3][O:2][CH2:1][CH2:6][O:7][CH2:8][CH2:9][NH:10][C:12](=[O:11])[CH2:14][CH2:15][CH2:16][CH2:17][C@H:18]1[C@@H:26]2[C@@H:21]([NH:22][C:23]([NH:25]2)=[O:24])[CH2:20][S:19]1, predict the reactants needed to synthesize it. The reactants are: [CH2:1]([CH2:6][O:7][CH2:8][CH2:9][NH2:10])[O:2][CH2:3][CH2:4][NH2:5].[OH:11][C:12]([CH2:14][CH2:15][CH2:16][CH2:17][C@H:18]1[C@@H:26]2[C@@H:21]([NH:22][C:23]([NH:25]2)=[O:24])[CH2:20][S:19]1)=O.